This data is from Full USPTO retrosynthesis dataset with 1.9M reactions from patents (1976-2016). The task is: Predict the reactants needed to synthesize the given product. The reactants are: Cl[CH2:2][CH2:3][CH2:4][CH2:5][N:6]1[C:10]2[CH:11]=[CH:12][CH:13]=[CH:14][C:9]=2[N:8]=[CH:7]1.[C:15]1([N:25]2[CH2:30][CH2:29][NH:28][CH2:27][CH2:26]2)[C:24]2[C:19](=[CH:20][CH:21]=[CH:22][CH:23]=2)[CH:18]=[CH:17][CH:16]=1.C(N(C(C)C)CC)(C)C.[I-].[K+]. Given the product [C:15]1([N:25]2[CH2:30][CH2:29][N:28]([CH2:2][CH2:3][CH2:4][CH2:5][N:6]3[C:10]4[CH:11]=[CH:12][CH:13]=[CH:14][C:9]=4[N:8]=[CH:7]3)[CH2:27][CH2:26]2)[C:24]2[C:19](=[CH:20][CH:21]=[CH:22][CH:23]=2)[CH:18]=[CH:17][CH:16]=1, predict the reactants needed to synthesize it.